Task: Predict the reactants needed to synthesize the given product.. Dataset: Full USPTO retrosynthesis dataset with 1.9M reactions from patents (1976-2016) (1) Given the product [NH2:1][C:4]1[CH:5]=[C:6]([CH:11]=[C:12]([C:14]([F:15])([F:16])[F:17])[CH:13]=1)[C:7]([O:9][CH3:10])=[O:8], predict the reactants needed to synthesize it. The reactants are: [N+:1]([C:4]1[CH:5]=[C:6]([CH:11]=[C:12]([C:14]([F:17])([F:16])[F:15])[CH:13]=1)[C:7]([O:9][CH3:10])=[O:8])([O-])=O.O.O.[Sn](Cl)Cl.O. (2) Given the product [CH3:1][N:2]1[C@@H:18]2[CH2:19][C:7]3[CH:8]=[CH:9][C:10]([O:21][CH3:22])=[C:11]4[O:12][C@H:13]5[C:14]([CH:15]=[CH:16][C@@H:17]2[C@:5]5([C:6]=34)[CH2:4][CH2:3]1)=[O:20], predict the reactants needed to synthesize it. The reactants are: [CH3:1][N:2]1[C@@H:18]2[CH2:19][C:7]3[CH:8]=[CH:9][C:10]([O:21][CH3:22])=[C:11]4[O:12][C@H:13]5[C@@H:14]([OH:20])[CH:15]=[CH:16][C@@H:17]2[C@:5]5([C:6]=34)[CH2:4][CH2:3]1.CN1[C@@H]2CC3C=CC(OC)=C4O[C@H]5[C@@H](O)C=C[C@@H]2[C@]5(C=34)CC1.O.OP(O)(O)=O.Cl. (3) Given the product [CH:27]1([C:30]2[CH:31]=[CH:32][C:33]([O:5][CH2:6][CH:7]3[CH2:12][C:11]([CH3:26])([S:13]([C:16]4[CH:21]=[CH:20][CH:19]=[C:18]([C:22]([F:25])([F:24])[F:23])[CH:17]=4)(=[O:15])=[O:14])[CH2:10][CH2:9][O:8]3)=[CH:34][N:35]=2)[CH2:29][CH2:28]1, predict the reactants needed to synthesize it. The reactants are: CS([O:5][CH2:6][CH:7]1[CH2:12][C:11]([CH3:26])([S:13]([C:16]2[CH:21]=[CH:20][CH:19]=[C:18]([C:22]([F:25])([F:24])[F:23])[CH:17]=2)(=[O:15])=[O:14])[CH2:10][CH2:9][O:8]1)(=O)=O.[CH:27]1([C:30]2[N:35]=[CH:34][C:33](O)=[CH:32][CH:31]=2)[CH2:29][CH2:28]1.C([O-])([O-])=O.[Cs+].[Cs+]. (4) Given the product [CH3:1][O:2][C:3]1[CH:4]=[C:5]2[C:9](=[CH:10][CH:11]=1)[N:8]([C:12]1[CH:17]=[C:16]([CH3:18])[N:15]=[C:14]([C:19]3[CH:24]=[CH:23][CH:22]=[CH:21][CH:20]=3)[N:13]=1)[C:7]([CH3:25])=[C:6]2[CH2:26][C:27]([OH:29])=[O:28], predict the reactants needed to synthesize it. The reactants are: [CH3:1][O:2][C:3]1[CH:4]=[C:5]2[C:9](=[CH:10][CH:11]=1)[N:8]([C:12]1[CH:17]=[C:16]([CH3:18])[N:15]=[C:14]([C:19]3[CH:24]=[CH:23][CH:22]=[CH:21][CH:20]=3)[N:13]=1)[C:7]([CH3:25])=[C:6]2[CH2:26][C:27]([O:29]CC)=[O:28].[OH-].[Na+]. (5) Given the product [Cl:43][CH2:42][CH2:41][CH2:40][CH2:39][CH2:38][O:1][C:2]1[CH:7]=[CH:6][C:5]([C@H:8]2[CH2:25][C@@:23]3([CH3:24])[C@@H:19]([CH2:20][CH2:21][C@@H:22]3[O:26][CH:27]3[CH2:32][CH2:31][CH2:30][CH2:29][O:28]3)[C@@:18]3([CH:33]=[CH2:34])[C@H:9]2[C:10]2[CH:11]=[CH:12][C:13]([O:35][CH3:36])=[CH:14][C:15]=2[CH2:16][CH2:17]3)=[CH:4][CH:3]=1, predict the reactants needed to synthesize it. The reactants are: [OH:1][C:2]1[CH:7]=[CH:6][C:5]([C@H:8]2[CH2:25][C@@:23]3([CH3:24])[C@@H:19]([CH2:20][CH2:21][C@@H:22]3[O:26][CH:27]3[CH2:32][CH2:31][CH2:30][CH2:29][O:28]3)[C@@:18]3([CH:33]=[CH2:34])[C@H:9]2[C:10]2[CH:11]=[CH:12][C:13]([O:35][CH3:36])=[CH:14][C:15]=2[CH2:16][CH2:17]3)=[CH:4][CH:3]=1.Br[CH2:38][CH2:39][CH2:40][CH2:41][CH2:42][Cl:43]. (6) Given the product [ClH:3].[ClH:38].[Cl:3][C:4]1[C:13]2[C:8](=[CH:9][C:10]([S:14]([N:17]([CH2:26][CH2:27][N:28]([CH3:30])[CH3:29])[C:18]3([C:23]([N:42]([CH2:43][CH2:44][OH:45])[CH3:41])=[O:25])[CH2:22][CH2:21][CH2:20][CH2:19]3)(=[O:16])=[O:15])=[CH:11][CH:12]=2)[C:7]([NH:31][C:32]([NH2:34])=[NH:33])=[N:6][CH:5]=1, predict the reactants needed to synthesize it. The reactants are: Cl.Cl.[Cl:3][C:4]1[C:13]2[C:8](=[CH:9][C:10]([S:14]([N:17]([CH2:26][CH2:27][N:28]([CH3:30])[CH3:29])[C:18]3([C:23]([OH:25])=O)[CH2:22][CH2:21][CH2:20][CH2:19]3)(=[O:16])=[O:15])=[CH:11][CH:12]=2)[C:7]([NH:31][C:32]([NH2:34])=[NH:33])=[N:6][CH:5]=1.C(Cl)(=O)C([Cl:38])=O.[CH3:41][NH:42][CH2:43][CH2:44][OH:45].